This data is from Reaction yield outcomes from USPTO patents with 853,638 reactions. The task is: Predict the reaction yield, written as a fraction of the theoretical maximum amount of product (1.0 means a 100% yield; for example, 0.34 means a 34% yield). (1) The reactants are [Br:1][C:2]1[CH:7]=[CH:6][CH:5]=[C:4]([Br:8])[N:3]=1.[OH:9]O. The catalyst is FC(F)(F)C(O)=O. The product is [Br:1][C:2]1[CH:7]=[CH:6][CH:5]=[C:4]([Br:8])[N+:3]=1[O-:9]. The yield is 0.900. (2) The reactants are Br[C:2]1[CH:7]=[C:6]([CH3:8])[C:5]([Br:9])=[CH:4][N:3]=1.[CH3:10][C:11]1[S:12][C:13](B2OC(C)(C)C(C)(C)O2)=[CH:14][N:15]=1.C(=O)([O-])[O-].[K+].[K+].O1CCOCC1. The catalyst is C1C=CC([P]([Pd]([P](C2C=CC=CC=2)(C2C=CC=CC=2)C2C=CC=CC=2)([P](C2C=CC=CC=2)(C2C=CC=CC=2)C2C=CC=CC=2)[P](C2C=CC=CC=2)(C2C=CC=CC=2)C2C=CC=CC=2)(C2C=CC=CC=2)C2C=CC=CC=2)=CC=1.O. The product is [Br:9][C:5]1[C:6]([CH3:8])=[CH:7][C:2]([C:13]2[S:12][C:11]([CH3:10])=[N:15][CH:14]=2)=[N:3][CH:4]=1. The yield is 0.640. (3) The catalyst is O1CCOCC1.O.C1(P(C2C=CC=CC=2)C2C=CC=CC=2)C=CC=CC=1.C1(P(C2C=CC=CC=2)C2C=CC=CC=2)C=CC=CC=1.C1(P(C2C=CC=CC=2)C2C=CC=CC=2)C=CC=CC=1.C1(P(C2C=CC=CC=2)C2C=CC=CC=2)C=CC=CC=1.[Pd]. The yield is 0.200. The product is [F:1][C:2]1[CH:9]=[CH:8][CH:7]=[C:6]([C:21]2[CH:26]=[CH:25][N:24]=[CH:23][N:22]=2)[C:3]=1[C:4]#[N:5]. The reactants are [F:1][C:2]1[CH:9]=[CH:8][CH:7]=[C:6](B2OC(C)(C)C(C)(C)O2)[C:3]=1[C:4]#[N:5].Cl.Cl[C:21]1[CH:26]=[CH:25][N:24]=[CH:23][N:22]=1.C(=O)([O-])[O-].[Na+].[Na+]. (4) The product is [Br:18][CH2:15][CH2:14][C:4]1[CH:3]=[C:2]([Cl:1])[CH:7]=[CH:6][C:5]=1[C:8]1[CH:13]=[CH:12][CH:11]=[CH:10][CH:9]=1. The reactants are [Cl:1][C:2]1[CH:7]=[CH:6][C:5]([C:8]2[CH:13]=[CH:12][CH:11]=[CH:10][CH:9]=2)=[C:4]([CH2:14][CH2:15]O)[CH:3]=1.P(Br)(Br)[Br:18].O. The yield is 0.399. The catalyst is C1(C)C=CC=CC=1. (5) The reactants are [OH:1][CH2:2][C@H:3]([NH:7][C:8]([C:10]1[C:19]2[C:14](=[CH:15][CH:16]=[CH:17][CH:18]=2)[N:13]=[C:12]([C:20]2[CH:25]=[CH:24][CH:23]=[CH:22][CH:21]=2)[CH:11]=1)=[O:9])[C@H:4]([OH:6])[CH3:5].[CH3:26][O:27][C:28]1(OC)[CH:47]=[CH:46][C:31]([C:32](Cl)([C:39]2[CH:44]=[CH:43][CH:42]=[CH:41][CH:40]=2)[C:33]2[CH:38]=[CH:37][CH:36]=[CH:35][CH:34]=2)=[CH:30][CH2:29]1.[CH3:50][OH:51]. The catalyst is N1C=CC=CC=1. The product is [CH3:50][O:51][C:42]1[CH:41]=[CH:40][C:39]([C:32]([O:1][CH2:2][C@H:3]([NH:7][C:8]([C:10]2[C:19]3[C:14](=[CH:15][CH:16]=[CH:17][CH:18]=3)[N:13]=[C:12]([C:20]3[CH:25]=[CH:24][CH:23]=[CH:22][CH:21]=3)[CH:11]=2)=[O:9])[C@H:4]([OH:6])[CH3:5])([C:33]2[CH:34]=[CH:35][CH:36]=[CH:37][CH:38]=2)[C:31]2[CH:30]=[CH:29][C:28]([O:27][CH3:26])=[CH:47][CH:46]=2)=[CH:44][CH:43]=1. The yield is 0.950.